Dataset: Reaction yield outcomes from USPTO patents with 853,638 reactions. Task: Predict the reaction yield, written as a fraction of the theoretical maximum amount of product (1.0 means a 100% yield; for example, 0.34 means a 34% yield). (1) The reactants are CN.[CH2:3]([N:5](CC)CC)C.Cl.[F:11][C:12]([F:46])([F:45])[C:13]1[CH:18]=[C:17]([C:19]2[CH:24]=[CH:23][C:22]([C:25]([F:28])([F:27])[F:26])=[CH:21][CH:20]=2)[N:16]=[C:15]([C:29]2[CH:34]=[CH:33][N:32]=[C:31]([C:35]3[CH:36]=[C:37]([S:41](Cl)(=[O:43])=[O:42])[CH:38]=[CH:39][CH:40]=3)[CH:30]=2)[N:14]=1. The catalyst is C1COCC1. The product is [CH3:3][NH:5][S:41]([C:37]1[CH:38]=[CH:39][CH:40]=[C:35]([C:31]2[CH:30]=[C:29]([C:15]3[N:14]=[C:13]([C:12]([F:46])([F:45])[F:11])[CH:18]=[C:17]([C:19]4[CH:24]=[CH:23][C:22]([C:25]([F:28])([F:27])[F:26])=[CH:21][CH:20]=4)[N:16]=3)[CH:34]=[CH:33][N:32]=2)[CH:36]=1)(=[O:43])=[O:42]. The yield is 0.920. (2) The reactants are [F:1][C:2]([F:31])([F:30])[C:3]1[C:11]([O:12][C@H:13]2[CH2:18][CH2:17][CH2:16][C@H:15]([N:19]3C(=O)C4C(=CC=CC=4)C3=O)[CH2:14]2)=[CH:10][CH:9]=[C:8]2[C:4]=1[CH:5]=[N:6][NH:7]2.CN.CO. No catalyst specified. The product is [F:30][C:2]([F:1])([F:31])[C:3]1[C:11]([O:12][C@H:13]2[CH2:18][CH2:17][CH2:16][C@H:15]([NH2:19])[CH2:14]2)=[CH:10][CH:9]=[C:8]2[C:4]=1[CH:5]=[N:6][NH:7]2. The yield is 0.160. (3) The reactants are Cl[C:2]1[N:3]=[C:4]([CH2:12][OH:13])[CH:5]=[C:6]2[CH:11]=[CH:10][CH2:9][O:8][C:7]=12.CCO.[OH-].[Na+]. The catalyst is [Pd]. The product is [O:8]1[C:7]2=[CH:2][N:3]=[C:4]([CH2:12][OH:13])[CH:5]=[C:6]2[CH2:11][CH2:10][CH2:9]1. The yield is 0.890.